From a dataset of Reaction yield outcomes from USPTO patents with 853,638 reactions. Predict the reaction yield, written as a fraction of the theoretical maximum amount of product (1.0 means a 100% yield; for example, 0.34 means a 34% yield). (1) The reactants are [Cl:1][C:2]1[S:6][C:5]([C:7]2[N:11]3[CH2:12][C@H:13]4[NH:17][C@@H:16]([C:10]3=[N:9][N:8]=2)[CH2:15][CH2:14]4)=[CH:4][CH:3]=1.[Cl:18][C:19]1[C:20]([C:28]([F:31])([F:30])[F:29])=[N:21][CH:22]=[CH:23][C:24]=1[C:25](O)=[O:26].C1C=CC2N(O)N=NC=2C=1.CCN=C=NCCCN(C)C.Cl. The catalyst is C(Cl)Cl. The product is [Cl:1][C:2]1[S:6][C:5]([C:7]2[N:11]3[CH2:12][C@H:13]4[N:17]([C:25]([C:24]5[CH:23]=[CH:22][N:21]=[C:20]([C:28]([F:31])([F:29])[F:30])[C:19]=5[Cl:18])=[O:26])[C@@H:16]([C:10]3=[N:9][N:8]=2)[CH2:15][CH2:14]4)=[CH:4][CH:3]=1. The yield is 0.850. (2) The reactants are [H-].[Na+].[N+:3]([C:6]1[CH:22]=[CH:21][CH:20]=[CH:19][C:7]=1[NH:8][S:9]([C:12]1[CH:17]=[CH:16][C:15]([CH3:18])=[CH:14][CH:13]=1)(=[O:11])=[O:10])([O-:5])=[O:4].S(OC)(O[CH3:27])(=O)=O.O. The catalyst is CN(C=O)C. The product is [CH3:27][N:8]([S:9]([C:12]1[CH:17]=[CH:16][C:15]([CH3:18])=[CH:14][CH:13]=1)(=[O:11])=[O:10])[C:7]1[CH:19]=[CH:20][CH:21]=[CH:22][C:6]=1[N+:3]([O-:5])=[O:4]. The yield is 0.890. (3) The reactants are [Br:1][C:2]1[CH:9]=[CH:8][C:5]([C:6]#[N:7])=[C:4]([F:10])[CH:3]=1.[CH3:11][Mg]Br.CO.[BH4-].[Na+]. The catalyst is C1COCC1.C(OCC)C. The product is [Br:1][C:2]1[CH:9]=[CH:8][C:5]([CH:6]([NH2:7])[CH3:11])=[C:4]([F:10])[CH:3]=1. The yield is 0.440.